Task: Predict the reactants needed to synthesize the given product.. Dataset: Full USPTO retrosynthesis dataset with 1.9M reactions from patents (1976-2016) (1) Given the product [Cl:1][C:2]1[CH:7]=[C:6]([O:8][C:9]2[C:10]3[N:17]([CH3:18])[CH:16]=[CH:15][C:11]=3[N:12]=[CH:13][N:14]=2)[CH:5]=[CH:4][C:3]=1[NH:19][C:20]([NH:22][C:23]1[CH:32]=[C:31]2[C:26]([CH2:27][CH2:28][NH:29][CH2:30]2)=[CH:25][CH:24]=1)=[O:21], predict the reactants needed to synthesize it. The reactants are: [Cl:1][C:2]1[CH:7]=[C:6]([O:8][C:9]2[C:10]3[N:17]([CH3:18])[CH:16]=[CH:15][C:11]=3[N:12]=[CH:13][N:14]=2)[CH:5]=[CH:4][C:3]=1[NH:19][C:20]([NH:22][C:23]1[CH:32]=[C:31]2[C:26]([CH2:27][CH2:28][N:29](C(=O)C(F)(F)F)[CH2:30]2)=[CH:25][CH:24]=1)=[O:21].[OH-].[K+]. (2) Given the product [Br:1][C:2]1[CH:7]=[C:6]([N+:8]([O-:10])=[O:9])[CH:5]=[CH:4][C:3]=1[C:11]([CH3:17])([CH3:16])[CH2:12][CH2:13][NH2:15], predict the reactants needed to synthesize it. The reactants are: [Br:1][C:2]1[CH:7]=[C:6]([N+:8]([O-:10])=[O:9])[CH:5]=[CH:4][C:3]=1[C:11]([CH3:17])([CH3:16])[CH2:12][C:13]([NH2:15])=O.B.C1COCC1. (3) Given the product [OH:11][CH2:10][CH2:9][CH2:8][CH2:7][CH2:6][CH2:5][CH2:4][CH2:3][CH2:2][N:33]1[CH2:34][CH2:35][C:29]2([O:28][CH2:27][CH2:26][N:25]([C:23]([C:21]3[N:22]=[C:18]([C:12]4[CH:13]=[CH:14][CH:15]=[CH:16][CH:17]=4)[S:19][CH:20]=3)=[O:24])[CH2:30]2)[CH2:31][CH2:32]1, predict the reactants needed to synthesize it. The reactants are: Br[CH2:2][CH2:3][CH2:4][CH2:5][CH2:6][CH2:7][CH2:8][CH2:9][CH2:10][OH:11].[C:12]1([C:18]2[S:19][CH:20]=[C:21]([C:23]([N:25]3[CH2:30][C:29]4([CH2:35][CH2:34][NH:33][CH2:32][CH2:31]4)[O:28][CH2:27][CH2:26]3)=[O:24])[N:22]=2)[CH:17]=[CH:16][CH:15]=[CH:14][CH:13]=1.C(N(CC)CC)C. (4) Given the product [CH:1]([C:4]1[CH:8]=[C:7]([CH2:9][N:17]2[C:25]3[C:20](=[CH:21][CH:22]=[CH:23][CH:24]=3)[C:19]3([C:29]4=[CH:30][C:31]5[O:35][CH2:34][O:33][C:32]=5[CH:36]=[C:28]4[O:27][CH2:26]3)[C:18]2=[O:37])[O:6][N:5]=1)([CH3:2])[CH3:3], predict the reactants needed to synthesize it. The reactants are: [CH:1]([C:4]1[CH:8]=[C:7]([CH2:9]O)[O:6][N:5]=1)([CH3:3])[CH3:2].[Cl-].ClC=[N+](C)C.[NH:17]1[C:25]2[C:20](=[CH:21][CH:22]=[CH:23][CH:24]=2)[C:19]2([C:29]3=[CH:30][C:31]4[O:35][CH2:34][O:33][C:32]=4[CH:36]=[C:28]3[O:27][CH2:26]2)[C:18]1=[O:37].C(=O)([O-])[O-].[Cs+].[Cs+]. (5) Given the product [CH2:1]([O:3][C:4]([C:6]1([C:9]2[CH:14]=[CH:13][C:12]([C:15]3[CH:20]=[CH:19][C:18]([B:22]4[O:26][C:25]([CH3:28])([CH3:27])[C:24]([CH3:30])([CH3:29])[O:23]4)=[CH:17][CH:16]=3)=[CH:11][CH:10]=2)[CH2:8][CH2:7]1)=[O:5])[CH3:2], predict the reactants needed to synthesize it. The reactants are: [CH2:1]([O:3][C:4]([C:6]1([C:9]2[CH:14]=[CH:13][C:12]([C:15]3[CH:20]=[CH:19][C:18](Br)=[CH:17][CH:16]=3)=[CH:11][CH:10]=2)[CH2:8][CH2:7]1)=[O:5])[CH3:2].[B:22]1([B:22]2[O:26][C:25]([CH3:28])([CH3:27])[C:24]([CH3:30])([CH3:29])[O:23]2)[O:26][C:25]([CH3:28])([CH3:27])[C:24]([CH3:30])([CH3:29])[O:23]1. (6) The reactants are: C([N:8]1[CH2:12][C@@H:11]([C:13]2[CH:18]=[CH:17][CH:16]=[CH:15][C:14]=2[C:19]([O:21][CH2:22][CH3:23])=[O:20])[C@H:10]([C:24]([O:26]CC2C=CC=CC=2)=[O:25])[CH2:9]1)C1C=CC=CC=1.[C:42](O[C:42]([O:44][C:45]([CH3:48])([CH3:47])[CH3:46])=[O:43])([O:44][C:45]([CH3:48])([CH3:47])[CH3:46])=[O:43].[H][H]. Given the product [C:45]([O:44][C:42]([N:8]1[CH2:12][C@@H:11]([C:13]2[CH:18]=[CH:17][CH:16]=[CH:15][C:14]=2[C:19]([O:21][CH2:22][CH3:23])=[O:20])[C@H:10]([C:24]([OH:26])=[O:25])[CH2:9]1)=[O:43])([CH3:46])([CH3:47])[CH3:48], predict the reactants needed to synthesize it.